Task: Predict the reactants needed to synthesize the given product.. Dataset: Full USPTO retrosynthesis dataset with 1.9M reactions from patents (1976-2016) (1) Given the product [CH3:26][O:27][C:28](=[O:39])[CH2:29][O:30][C:31]1[CH:36]=[CH:35][C:34]([CH2:37][O:25][C:20]2[C:19]([C:9]3[N:8]([CH2:1][C:2]4[CH:7]=[CH:6][CH:5]=[CH:4][CH:3]=4)[C:12]4[CH:13]=[C:14]([F:18])[C:15]([F:17])=[CH:16][C:11]=4[N:10]=3)=[CH:24][CH:23]=[CH:22][N:21]=2)=[CH:33][CH:32]=1, predict the reactants needed to synthesize it. The reactants are: [CH2:1]([N:8]1[C:12]2[CH:13]=[C:14]([F:18])[C:15]([F:17])=[CH:16][C:11]=2[N:10]=[C:9]1[C:19]1[C:20]([OH:25])=[N:21][CH:22]=[CH:23][CH:24]=1)[C:2]1[CH:7]=[CH:6][CH:5]=[CH:4][CH:3]=1.[CH3:26][O:27][C:28](=[O:39])[CH2:29][O:30][C:31]1[CH:36]=[CH:35][C:34]([CH2:37]Br)=[CH:33][CH:32]=1. (2) Given the product [CH:1]1([C:4]2[N:5]=[C:6]3[CH:11]=[CH:10][C:9]([NH:12][C:33]([C:30]4[CH:29]=[CH:28][C:27]([C:24]5[CH:25]=[CH:26][C:21]([S:18]([CH3:17])(=[O:20])=[O:19])=[CH:22][CH:23]=5)=[CH:32][CH:31]=4)=[O:34])=[CH:8][N:7]3[C:15]=2[CH3:16])[CH2:3][CH2:2]1, predict the reactants needed to synthesize it. The reactants are: [CH:1]1([C:4]2[N:5]=[C:6]3[CH:11]=[CH:10][C:9]([N+:12]([O-])=O)=[CH:8][N:7]3[C:15]=2[CH3:16])[CH2:3][CH2:2]1.[CH3:17][S:18]([C:21]1[CH:26]=[CH:25][C:24]([C:27]2[CH:32]=[CH:31][C:30]([C:33](O)=[O:34])=[CH:29][CH:28]=2)=[CH:23][CH:22]=1)(=[O:20])=[O:19]. (3) The reactants are: [C:1]([C:3]1[CH:8]=[CH:7][C:6]([O:9][CH3:10])=[CH:5][CH:4]=1)#[CH:2].C([Li])CCC.B(F)(F)F.[CH3:20][CH2:21][O:22]CC.C(OC(=O)C)(=O)C.[OH-].[Na+]. Given the product [CH3:10][O:9][C:6]1[CH:7]=[CH:8][C:3]([C:1]#[C:2][C:21](=[O:22])[CH3:20])=[CH:4][CH:5]=1, predict the reactants needed to synthesize it. (4) Given the product [C:1]([OH:7])(=[O:6])[CH:2]=[CH:3][C:21]1[CH:26]=[CH:25][CH:24]=[CH:23][CH:22]=1, predict the reactants needed to synthesize it. The reactants are: [C:1]([OH:7])(=[O:6])[CH2:2][C:3](O)=O.ClC1SC(S(NC(N[C:21]2[CH:26]=[CH:25][C:24](C(=O)N[C:21]3[CH:26]=[CH:25][CH:24]=[CH:23][CH:22]=3)=[CH:23][CH:22]=2)=O)(=O)=O)=CC=1.N1CCCCC1.Cl. (5) Given the product [CH3:16][O:15][N:14]=[C:12]1[CH2:11][C@@H:10]([C:17]2[N:18]=[C:36]([CH2:35][CH2:34][O:27][C:28]3[CH:33]=[CH:32][CH:31]=[CH:30][CH:29]=3)[O:20][N:19]=2)[N:9]([C:7]([C:4]2[CH:3]=[CH:2][C:1]([C:21]3[CH:26]=[CH:25][CH:24]=[CH:23][CH:22]=3)=[CH:6][CH:5]=2)=[O:8])[CH2:13]1, predict the reactants needed to synthesize it. The reactants are: [C:1]1([C:21]2[CH:26]=[CH:25][CH:24]=[CH:23][CH:22]=2)[CH:6]=[CH:5][C:4]([C:7]([N:9]2[CH2:13][C:12](=[N:14][O:15][CH3:16])[CH2:11][C@H:10]2[C:17](=[N:19][OH:20])[NH2:18])=[O:8])=[CH:3][CH:2]=1.[O:27]([CH2:34][CH2:35][C:36](O)=O)[C:28]1[CH:33]=[CH:32][CH:31]=[CH:30][CH:29]=1. (6) Given the product [CH2:27]([O:26][C:24](=[O:25])[CH2:23][CH2:22][CH2:21][CH2:20][CH2:19][CH:4]([C:5]([O:7][C:8]([CH3:9])([CH3:10])[CH3:11])=[O:6])[C:3]([O:13][C:14]([CH3:17])([CH3:16])[CH3:15])=[O:12])[CH3:28], predict the reactants needed to synthesize it. The reactants are: [H-].[Na+].[C:3]([O:13][C:14]([CH3:17])([CH3:16])[CH3:15])(=[O:12])[CH2:4][C:5]([O:7][C:8]([CH3:11])([CH3:10])[CH3:9])=[O:6].Br[CH2:19][CH2:20][CH2:21][CH2:22][CH2:23][C:24]([O:26][CH2:27][CH3:28])=[O:25]. (7) Given the product [NH:22]1[C:21]2[CH:23]=[CH:24][CH:25]=[CH:26][C:20]=2[N:19]=[C:18]1[C:16]1[S:17][C:5]2[C:6]([N:9]3[CH2:10][CH2:11][O:12][CH2:13][CH2:14]3)=[CH:7][CH:8]=[C:3]([O:2][CH3:1])[C:4]=2[N:15]=1, predict the reactants needed to synthesize it. The reactants are: [CH3:1][O:2][C:3]1[CH:8]=[CH:7][C:6]([N:9]2[CH2:14][CH2:13][O:12][CH2:11][CH2:10]2)=[CH:5][C:4]=1[NH:15][C:16]([C:18]1[NH:22][C:21]2[CH:23]=[CH:24][CH:25]=[CH:26][C:20]=2[N:19]=1)=[S:17].[OH-].[K+]. (8) Given the product [CH2:1]([O:8][C:9](=[O:32])[NH:10][CH2:11][C:12]1([C:25]2[CH:30]=[CH:29][CH:28]=[C:27]([Cl:31])[CH:26]=2)[CH2:13][CH2:14][C:15]([CH3:33])([NH:18][S:19]([C:21]([CH3:24])([CH3:23])[CH3:22])=[O:20])[CH2:16][CH2:17]1)[C:2]1[CH:3]=[CH:4][CH:5]=[CH:6][CH:7]=1, predict the reactants needed to synthesize it. The reactants are: [CH2:1]([O:8][C:9](=[O:32])[NH:10][CH2:11][C:12]1([C:25]2[CH:30]=[CH:29][CH:28]=[C:27]([Cl:31])[CH:26]=2)[CH2:17][CH2:16][C:15](=[N:18][S:19]([C:21]([CH3:24])([CH3:23])[CH3:22])=[O:20])[CH2:14][CH2:13]1)[C:2]1[CH:7]=[CH:6][CH:5]=[CH:4][CH:3]=1.[CH3:33][Mg]Br.CCOCC.